From a dataset of Experimentally validated miRNA-target interactions with 360,000+ pairs, plus equal number of negative samples. Binary Classification. Given a miRNA mature sequence and a target amino acid sequence, predict their likelihood of interaction. (1) The miRNA is hsa-miR-6511b-3p with sequence CCUCACCACCCCUUCUGCCUGCA. The protein sequence of the target gene is MTLLTFRDVAIEFSLEEWKCLDLAQQNLYRDVMLENYRNLFSVGLTVCKPGLITCLEQRKEPWNVKRQEAADGHPEMGFHHATQACLELLGSSDLPASASQSAGITGVNHRAQPGLNVSVDKFTALCSPGVLQTVKWFLEFRCIFSLAMSSHFTQDLLPEQGIQDAFPKRILRGYGNCGLDNLYLRKDWESLDECKLQKDYNGLNQCSSTTHSKIFQYNKYVKIFDNFSNLHRRNISNTGEKPFKCQECGKSFQMLSFLTEHQKIHTGKKFQKCGECGKTFIQCSHFTEPENIDTGEKPY.... Result: 1 (interaction). (2) The miRNA is hsa-miR-6500-5p with sequence AGGAGCUAUCCACUCCAGGUGUCC. The protein sequence of the target gene is MEEGSSGGSGSSDSNAGGSGGVQQRELERMAEVLVTGEQLRLRLHEEKVIKDRRHHLKTYPNCFVAKELIDWLIEHKEASDRETAIKLMQKLADRGIIHHVCDEHKEFKDVKLFYRFRKDDGTFALDSEVKAFMRGQRLYEKLMSPETTLLQPREEEGVKYERTFMASEFLDWLVQEGEATTRKEAEQLCHRLMDHGIIQHVSNKHPFVDSNLLYQFRMNFRRRRRLMELLNETSPSSQETHDSPFCLRKQSHDSRKSTSFMSVSPSKEIKIVSAVRRSSMSSCGSSGYFSSSPTLSSSP.... Result: 0 (no interaction).